This data is from Reaction yield outcomes from USPTO patents with 853,638 reactions. The task is: Predict the reaction yield, written as a fraction of the theoretical maximum amount of product (1.0 means a 100% yield; for example, 0.34 means a 34% yield). (1) The reactants are [C:1]1([C:34]2[CH:39]=[CH:38][CH:37]=[CH:36][CH:35]=2)[CH:6]=[CH:5][C:4]([C:7]2[C:8]([CH3:33])=[N:9][N:10]([C:13]3[CH:14]=[C:15]([CH:30]=[CH:31][CH:32]=3)[O:16][C:17]3[CH:18]=[C:19]([CH:27]=[CH:28][CH:29]=3)[O:20][C:21]3[CH:26]=[CH:25][CH:24]=[CH:23][N:22]=3)[C:11]=2[CH3:12])=[CH:3][CH:2]=1.CC([O-])=O.CC([O-])=O.[Pd+2:48]. The catalyst is [N+](CCCC)(CCCC)(CCCC)CCCC.[Br-]. The product is [Pd:48].[C:1]1([C:34]2[CH:35]=[CH:36][CH:37]=[CH:38][CH:39]=2)[CH:6]=[CH:5][C:4]([C:7]2[C:8]([CH3:33])=[N:9][N:10]([C:13]3[CH:14]=[C:15]([CH:30]=[CH:31][CH:32]=3)[O:16][C:17]3[CH:18]=[C:19]([CH:27]=[CH:28][CH:29]=3)[O:20][C:21]3[CH:26]=[CH:25][CH:24]=[CH:23][N:22]=3)[C:11]=2[CH3:12])=[CH:3][CH:2]=1. The yield is 0.940. (2) The reactants are Cl[C:2]1[N:7]=[C:6]([NH:8][CH2:9][C:10]2[CH:15]=[CH:14][CH:13]=[C:12]([O:16][CH3:17])[CH:11]=2)[C:5]([Cl:18])=[CH:4][N:3]=1.[NH2:19][C:20]1[CH:21]=[C:22]([CH2:26][CH2:27][CH2:28][OH:29])[CH:23]=[CH:24][CH:25]=1.O.C1(C)C=CC(S(O)(=O)=O)=CC=1.C([O-])(O)=O.[Na+]. The catalyst is O1CCOCC1. The product is [Cl:18][C:5]1[C:6]([NH:8][CH2:9][C:10]2[CH:15]=[CH:14][CH:13]=[C:12]([O:16][CH3:17])[CH:11]=2)=[N:7][C:2]([NH:19][C:20]2[CH:21]=[C:22]([CH2:26][CH2:27][CH2:28][OH:29])[CH:23]=[CH:24][CH:25]=2)=[N:3][CH:4]=1. The yield is 0.640. (3) The reactants are [Li+].[OH-].Br[C:4]1[N:9]=[C:8]([NH:10][C:11]([C:13]2[CH:17]=[C:16]([C:18]3[CH:23]=[CH:22][C:21]([F:24])=[CH:20][CH:19]=3)[N:15]([CH:25]3[CH2:30][CH2:29][CH2:28][CH2:27][O:26]3)[N:14]=2)=[O:12])[CH:7]=[CH:6][CH:5]=1. The catalyst is C1COCC1.O. The product is [CH2:16]([NH:15][C:4]1[N:9]=[C:8]([NH:10][C:11]([C:13]2[CH:17]=[C:16]([C:18]3[CH:23]=[CH:22][C:21]([F:24])=[CH:20][CH:19]=3)[N:15]([CH:25]3[CH2:30][CH2:29][CH2:28][CH2:27][O:26]3)[N:14]=2)=[O:12])[CH:7]=[CH:6][CH:5]=1)[C:18]1[CH:23]=[CH:22][CH:21]=[CH:20][CH:19]=1. The yield is 0.990. (4) The reactants are [F:1][C:2]1[CH:7]=[CH:6][C:5]([N:8]=[C:9]=[S:10])=[CH:4][CH:3]=1.[CH2:11]([NH2:16])[C:12]([CH3:15])([CH3:14])[CH3:13]. The catalyst is ClCCl. The product is [F:1][C:2]1[CH:7]=[CH:6][C:5]([NH:8][C:9]([NH:16][CH2:11][C:12]([CH3:15])([CH3:14])[CH3:13])=[S:10])=[CH:4][CH:3]=1. The yield is 0.900. (5) The reactants are [F:1][C:2]1[C:3]([NH:12][C:13]2[CH:18]=[CH:17][C:16]([I:19])=[CH:15][C:14]=2[F:20])=[C:4]([CH:8]=[CH:9][C:10]=1[F:11])[C:5]([OH:7])=O.Cl.CN(C)CCCN=C=NCC.Cl.[OH:34][C:35]1([C:39]([NH:41][CH2:42][CH:43]=[CH2:44])=[O:40])[CH2:38][NH:37][CH2:36]1. The catalyst is CN(C)C1C=CN=CC=1.CN(C=O)C. The product is [F:1][C:2]1[C:3]([NH:12][C:13]2[CH:18]=[CH:17][C:16]([I:19])=[CH:15][C:14]=2[F:20])=[C:4]([C:5]([N:37]2[CH2:38][C:35]([OH:34])([C:39]([NH:41][CH2:42][CH:43]=[CH2:44])=[O:40])[CH2:36]2)=[O:7])[CH:8]=[CH:9][C:10]=1[F:11]. The yield is 0.0900. (6) The reactants are C([Li])CCC.I[C:7]1[CH:12]=[CH:11][CH:10]=[C:9]([I:13])[CH:8]=1.F[C:15]1[CH:20]=[CH:19][CH:18]=[CH:17][N:16]=1.O. The catalyst is CCOCC. The product is [I:13][C:9]1[CH:8]=[C:7]([C:15]2[CH:20]=[CH:19][CH:18]=[CH:17][N:16]=2)[CH:12]=[CH:11][CH:10]=1. The yield is 0.240.